From a dataset of Full USPTO retrosynthesis dataset with 1.9M reactions from patents (1976-2016). Predict the reactants needed to synthesize the given product. (1) Given the product [CH:1]12[CH2:7][CH:4]([CH2:5][CH2:6]1)[CH:3]([C:8]([OH:10])=[O:9])[CH:2]2[C:11]([OH:13])=[O:12], predict the reactants needed to synthesize it. The reactants are: [CH:1]12[CH2:7][CH:4]([CH2:5][CH2:6]1)[CH:3]([C:8]([O-:10])=[O:9])[CH:2]2[C:11]([O-:13])=[O:12].[Na+].[Na+].S(=O)(=O)(O)O. (2) The reactants are: C(N(CC)CC)C.[C:8]([O:17]CC)(=O)[C:9]#[C:10][C:11]([O:13][CH2:14][CH3:15])=[O:12].Cl.[CH:21](=[NH:23])[NH2:22]. Given the product [OH:17][C:8]1[N:23]=[CH:21][N:22]=[C:10]([C:11]([O:13][CH2:14][CH3:15])=[O:12])[CH:9]=1, predict the reactants needed to synthesize it. (3) The reactants are: [CH:1]1[CH2:5][CH:4]=[CH:3][CH:2]=1.[H-].[Na+].Cl[CH2:9][CH2:10][CH2:11][Si:12]([O:19][CH2:20][CH3:21])([O:16][CH2:17][CH3:18])[O:13][CH2:14][CH3:15]. Given the product [C:2]1([CH2:9][CH2:10][CH2:11][Si:12]([O:13][CH2:14][CH3:15])([O:19][CH2:20][CH3:21])[O:16][CH2:17][CH3:18])[CH2:1][CH:5]=[CH:4][CH:3]=1, predict the reactants needed to synthesize it.